Dataset: Reaction yield outcomes from USPTO patents with 853,638 reactions. Task: Predict the reaction yield, written as a fraction of the theoretical maximum amount of product (1.0 means a 100% yield; for example, 0.34 means a 34% yield). (1) The reactants are [Br:1][C:2]1[CH:10]=[CH:9][C:5]([C:6]([OH:8])=[O:7])=[C:4]([CH3:11])[CH:3]=1.[CH3:12]O. The catalyst is OS(O)(=O)=O. The product is [Br:1][C:2]1[CH:10]=[CH:9][C:5]([C:6]([O:8][CH3:12])=[O:7])=[C:4]([CH3:11])[CH:3]=1. The yield is 0.980. (2) The reactants are [OH2:1].Cl.O[NH2:4].C(=O)([O-])[O-].[Na+].[Na+].[O:11]1[C:15]2([CH2:20][CH2:19][CH2:18][CH2:17][CH2:16]2)[O:14][CH2:13][C@@H:12]1[CH:21]=O. The catalyst is C1COCC1. The product is [O:11]1[C:15]2([CH2:20][CH2:19][CH2:18][CH2:17][CH2:16]2)[O:14][CH2:13][C@@H:12]1[CH:21]=[N:4][OH:1]. The yield is 0.990. (3) The reactants are C([Si](C)(C)OCCN[C:10]1[CH:15]=[CH:14]N=C(Cl)N=1)(C)(C)C.[CH3:19][C:20]([Si](Cl)(C)C)(C)[CH3:21].O.[C:28]([O:31][CH2:32][CH3:33])(=[O:30])[CH3:29]. The catalyst is C1COCC1.CN(C1C=CN=CC=1)C. The product is [CH3:19][CH2:20][CH2:21][CH2:14][CH2:15][CH3:10].[C:28]([O:31][CH2:32][CH3:33])(=[O:30])[CH3:29]. The yield is 0.640. (4) The product is [O:16]([C:2]1[N:7]=[CH:6][N:5]=[C:4]([NH2:8])[CH:3]=1)[C:10]1[CH:15]=[CH:14][CH:13]=[CH:12][CH:11]=1. The yield is 0.750. The reactants are Cl[C:2]1[N:7]=[CH:6][N:5]=[C:4]([NH2:8])[CH:3]=1.[Na].[C:10]1([OH:16])[CH:15]=[CH:14][CH:13]=[CH:12][CH:11]=1.[OH-].[Na+]. No catalyst specified. (5) The reactants are [C:1]([O:5][C:6]([NH:8][CH:9]([C@H:15]([CH3:23])[CH2:16][CH:17]([CH3:22])[CH2:18][CH2:19][CH:20]=[CH2:21])[C:10]([O:12]CC)=[O:11])=[O:7])([CH3:4])([CH3:3])[CH3:2].CO.[Li+].[OH-]. The catalyst is C1COCC1.O. The product is [C:1]([O:5][C:6]([NH:8][CH:9]([C@H:15]([CH3:23])[CH2:16][CH:17]([CH3:22])[CH2:18][CH2:19][CH:20]=[CH2:21])[C:10]([OH:12])=[O:11])=[O:7])([CH3:4])([CH3:3])[CH3:2]. The yield is 0.680. (6) The catalyst is O1CCCC1. The reactants are [NH:1]1[C:12]2[C:4](=[CH:5][CH:6]=[C:7]3[C:11]=2[CH:10]=[CH:9][NH:8]3)[CH:3]=[C:2]1[C:13]([O:15]C)=[O:14].C[Si](C)(C)[O-].[K+]. The product is [NH:1]1[C:12]2[C:4](=[CH:5][CH:6]=[C:7]3[C:11]=2[CH:10]=[CH:9][NH:8]3)[CH:3]=[C:2]1[C:13]([OH:15])=[O:14]. The yield is 0.440.